This data is from NCI-60 drug combinations with 297,098 pairs across 59 cell lines. The task is: Regression. Given two drug SMILES strings and cell line genomic features, predict the synergy score measuring deviation from expected non-interaction effect. (1) Drug 1: CC1C(C(CC(O1)OC2CC(CC3=C2C(=C4C(=C3O)C(=O)C5=C(C4=O)C(=CC=C5)OC)O)(C(=O)C)O)N)O.Cl. Drug 2: CC1CCC2CC(C(=CC=CC=CC(CC(C(=O)C(C(C(=CC(C(=O)CC(OC(=O)C3CCCCN3C(=O)C(=O)C1(O2)O)C(C)CC4CCC(C(C4)OC)O)C)C)O)OC)C)C)C)OC. Cell line: HL-60(TB). Synergy scores: CSS=52.0, Synergy_ZIP=2.60, Synergy_Bliss=3.20, Synergy_Loewe=2.27, Synergy_HSA=4.78. (2) Drug 1: CC12CCC(CC1=CCC3C2CCC4(C3CC=C4C5=CN=CC=C5)C)O. Drug 2: CC(C)CN1C=NC2=C1C3=CC=CC=C3N=C2N. Cell line: HT29. Synergy scores: CSS=0.791, Synergy_ZIP=0.832, Synergy_Bliss=-2.09, Synergy_Loewe=-4.97, Synergy_HSA=-4.62.